Task: Predict the reactants needed to synthesize the given product.. Dataset: Full USPTO retrosynthesis dataset with 1.9M reactions from patents (1976-2016) (1) Given the product [O:1]1[C:5]2[CH:6]=[CH:7][C:8]([CH2:10][N:11]3[C:20]([CH2:21][O:22][CH2:37][C:34]4[CH:35]=[CH:36][N:31]=[CH:32][CH:33]=4)=[C:19]([C:23]4[CH:28]=[CH:27][CH:26]=[CH:25][CH:24]=4)[C:18]4[C:13](=[CH:14][CH:15]=[C:16]([Br:29])[CH:17]=4)[C:12]3=[O:30])=[CH:9][C:4]=2[O:3][CH2:2]1, predict the reactants needed to synthesize it. The reactants are: [O:1]1[C:5]2[CH:6]=[CH:7][C:8]([CH2:10][N:11]3[C:20]([CH2:21][OH:22])=[C:19]([C:23]4[CH:28]=[CH:27][CH:26]=[CH:25][CH:24]=4)[C:18]4[C:13](=[CH:14][CH:15]=[C:16]([Br:29])[CH:17]=4)[C:12]3=[O:30])=[CH:9][C:4]=2[O:3][CH2:2]1.[N:31]1[CH:36]=[CH:35][C:34]([CH2:37]O)=[CH:33][CH:32]=1. (2) Given the product [C:47]([N:23]1[CH2:24][CH2:25][CH2:26][C@H:22]1[C:19]1[NH:18][C:17]2[CH:16]=[C:15]([NH:27][C:28]([C:30]3[CH:35]=[CH:34][CH:33]=[CH:32][C:31]=3[C:36]([F:39])([F:37])[F:38])=[O:29])[CH:14]=[C:13]([C:11]([NH:10][C:6]3[CH:7]=[CH:8][CH:9]=[C:4]([Cl:3])[C:5]=3[CH3:40])=[O:12])[C:21]=2[N:20]=1)(=[O:49])[CH3:48], predict the reactants needed to synthesize it. The reactants are: Cl.Cl.[Cl:3][C:4]1[C:5]([CH3:40])=[C:6]([NH:10][C:11]([C:13]2[C:21]3[N:20]=[C:19]([C@@H:22]4[CH2:26][CH2:25][CH2:24][NH:23]4)[NH:18][C:17]=3[CH:16]=[C:15]([NH:27][C:28]([C:30]3[CH:35]=[CH:34][CH:33]=[CH:32][C:31]=3[C:36]([F:39])([F:38])[F:37])=[O:29])[CH:14]=2)=[O:12])[CH:7]=[CH:8][CH:9]=1.N1C=CC=CC=1.[C:47](Cl)(=[O:49])[CH3:48]. (3) Given the product [C:1]([O:5][C:6](=[O:15])[NH:7][C@@H:8]([CH2:11][CH:12]([CH3:13])[CH3:14])[CH2:9][O:10][C:17]1[CH:18]=[CH:19][C:20]2[C:32]3[C:27](=[CH:28][N:29]=[C:30]([NH:33][C:34](=[O:36])[CH3:35])[CH:31]=3)[CH2:26][O:25][C:21]=2[C:22]=1[O:23][CH3:24])([CH3:4])([CH3:3])[CH3:2], predict the reactants needed to synthesize it. The reactants are: [C:1]([O:5][C:6](=[O:15])[NH:7][C@@H:8]([CH2:11][CH:12]([CH3:14])[CH3:13])[CH2:9][OH:10])([CH3:4])([CH3:3])[CH3:2].Cl[C:17]1[CH:18]=[CH:19][C:20]2[C:32]3[C:27](=[CH:28][N:29]=[C:30]([NH:33][C:34](=[O:36])[CH3:35])[CH:31]=3)[CH2:26][O:25][C:21]=2[C:22]=1[O:23][CH3:24]. (4) Given the product [CH3:19][S:16]([O:1][CH2:2][C:3]([CH3:8])([CH3:7])[C:4](=[O:6])[CH3:5])(=[O:18])=[O:17], predict the reactants needed to synthesize it. The reactants are: [OH:1][CH2:2][C:3]([CH3:8])([CH3:7])[C:4](=[O:6])[CH3:5].C(N(CC)CC)C.[S:16](Cl)([CH3:19])(=[O:18])=[O:17]. (5) Given the product [C:35]([O:34][C:32]([N:28]1[C:29]2[C:25](=[CH:24][C:23]([O:22][Si:21]([C:17]([CH3:20])([CH3:19])[CH3:18])([CH3:42])[CH3:43])=[CH:31][CH:30]=2)[CH:26]=[C:27]1[C:10]1[C:11]2[S:15][CH:14]=[CH:13][C:12]=2[N:8]([C:6]([O:5][C:1]([CH3:4])([CH3:3])[CH3:2])=[O:7])[N:9]=1)=[O:33])([CH3:38])([CH3:37])[CH3:36], predict the reactants needed to synthesize it. The reactants are: [C:1]([O:5][C:6]([N:8]1[C:12]2[CH:13]=[CH:14][S:15][C:11]=2[C:10](I)=[N:9]1)=[O:7])([CH3:4])([CH3:3])[CH3:2].[C:17]([Si:21]([CH3:43])([CH3:42])[O:22][C:23]1[CH:24]=[C:25]2[C:29](=[CH:30][CH:31]=1)[N:28]([C:32]([O:34][C:35]([CH3:38])([CH3:37])[CH3:36])=[O:33])[C:27](B(O)O)=[CH:26]2)([CH3:20])([CH3:19])[CH3:18].C(=O)([O-])[O-].[Cs+].[Cs+].